From a dataset of Full USPTO retrosynthesis dataset with 1.9M reactions from patents (1976-2016). Predict the reactants needed to synthesize the given product. Given the product [CH2:1]([NH:11][C:12](=[O:25])[C@@H:13]1[CH2:17][CH2:16][CH2:15][NH:14]1)[CH2:2][CH2:3][CH2:4][CH2:5][CH2:6][CH2:7][CH2:8][CH2:9][CH3:10], predict the reactants needed to synthesize it. The reactants are: [CH2:1]([NH:11][C:12](=[O:25])[C@@H:13]1[CH2:17][CH2:16][CH2:15][N:14]1C(OC(C)(C)C)=O)[CH2:2][CH2:3][CH2:4][CH2:5][CH2:6][CH2:7][CH2:8][CH2:9][CH3:10].FC(F)(F)C(O)=O.